Dataset: Reaction yield outcomes from USPTO patents with 853,638 reactions. Task: Predict the reaction yield, written as a fraction of the theoretical maximum amount of product (1.0 means a 100% yield; for example, 0.34 means a 34% yield). (1) The reactants are [F:1][C:2]([F:19])([F:18])[C:3]1[CH:17]=[CH:16][C:6]([CH2:7][O:8][C:9]2[CH:14]=[CH:13][N+:12]([O-])=[CH:11][CH:10]=2)=[CH:5][CH:4]=1.C(OC(=O)C)(=[O:22])C. No catalyst specified. The product is [F:1][C:2]([F:19])([F:18])[C:3]1[CH:17]=[CH:16][C:6]([CH2:7][O:8][C:9]2[CH:14]=[CH:13][NH:12][C:11](=[O:22])[CH:10]=2)=[CH:5][CH:4]=1. The yield is 0.910. (2) The reactants are [C:1]([O:4][CH:5]1[C:9]2[N:10]=[CH:11][N:12]=[C:13](Cl)[C:8]=2[C@H:7]([CH3:15])[CH2:6]1)(=[O:3])[CH3:2].[CH3:16][C@@H:17]1[NH:22][CH2:21][CH2:20][N:19]([C:23]([O:25][C:26]([CH3:29])([CH3:28])[CH3:27])=[O:24])[CH2:18]1. The catalyst is CN1C(=O)CCC1.C(OCC)(=O)C. The product is [C:1]([O:4][CH:5]1[C:9]2[N:10]=[CH:11][N:12]=[C:13]([N:22]3[CH2:21][CH2:20][N:19]([C:23]([O:25][C:26]([CH3:29])([CH3:28])[CH3:27])=[O:24])[CH2:18][C@@H:17]3[CH3:16])[C:8]=2[C@H:7]([CH3:15])[CH2:6]1)(=[O:3])[CH3:2]. The yield is 0.600.